This data is from Catalyst prediction with 721,799 reactions and 888 catalyst types from USPTO. The task is: Predict which catalyst facilitates the given reaction. (1) Reactant: Cl[C:2]1[C:11]2[C:6](=[C:7]([Cl:13])[CH:8]=[C:9]([F:12])[CH:10]=2)[N:5]=[CH:4][C:3]=1[C:14](=[O:16])[CH3:15].[C:17]1(B(O)O)[CH:22]=[CH:21][CH:20]=[CH:19][CH:18]=1.C(=O)([O-])[O-].[K+].[K+]. Product: [Cl:13][C:7]1[CH:8]=[C:9]([F:12])[CH:10]=[C:11]2[C:6]=1[N:5]=[CH:4][C:3]([C:14](=[O:16])[CH3:15])=[C:2]2[C:17]1[CH:22]=[CH:21][CH:20]=[CH:19][CH:18]=1. The catalyst class is: 248. (2) Reactant: [CH2:1]([N:3]1[C:7]2=[N:8][C:9]([CH2:42][CH3:43])=[C:10]([CH2:19][NH:20][C:21](=[O:41])[CH2:22][C:23]([NH:25][CH2:26][C:27]3[CH:28]=[C:29]([C:33]4[CH:38]=[CH:37][CH:36]=[C:35]([CH:39]=O)[CH:34]=4)[CH:30]=[CH:31][CH:32]=3)=[O:24])[C:11]([NH:12][CH:13]3[CH2:18][CH2:17][O:16][CH2:15][CH2:14]3)=[C:6]2[CH:5]=[N:4]1)[CH3:2].[NH:44]1[CH2:49][CH2:48][O:47][CH2:46][CH2:45]1.[BH-](OC(C)=O)(OC(C)=O)OC(C)=O.[Na+].CC(O)=O. Product: [CH2:1]([N:3]1[C:7]2=[N:8][C:9]([CH2:42][CH3:43])=[C:10]([CH2:19][NH:20][C:21](=[O:41])[CH2:22][C:23]([NH:25][CH2:26][C:27]3[CH:28]=[C:29]([C:33]4[CH:38]=[CH:37][CH:36]=[C:35]([CH2:39][N:44]5[CH2:49][CH2:48][O:47][CH2:46][CH2:45]5)[CH:34]=4)[CH:30]=[CH:31][CH:32]=3)=[O:24])[C:11]([NH:12][CH:13]3[CH2:18][CH2:17][O:16][CH2:15][CH2:14]3)=[C:6]2[CH:5]=[N:4]1)[CH3:2]. The catalyst class is: 16. (3) Reactant: [CH3:1][C:2]1[CH:7]=[C:6]([C:8]2[CH:13]=[CH:12][C:11]([CH2:14][C:15]([NH:17][C:18]3[CH:23]=[CH:22][C:21]([N:24]4[CH2:29][CH2:28][NH:27][CH2:26][CH2:25]4)=[CH:20][N:19]=3)=[O:16])=[CH:10][CH:9]=2)[CH:5]=[CH:4][N:3]=1.CCN(C(C)C)C(C)C.Cl[C:40]([O:42][CH3:43])=[O:41]. Product: [CH3:1][C:2]1[CH:7]=[C:6]([C:8]2[CH:13]=[CH:12][C:11]([CH2:14][C:15]([NH:17][C:18]3[N:19]=[CH:20][C:21]([N:24]4[CH2:29][CH2:28][N:27]([C:40]([O:42][CH3:43])=[O:41])[CH2:26][CH2:25]4)=[CH:22][CH:23]=3)=[O:16])=[CH:10][CH:9]=2)[CH:5]=[CH:4][N:3]=1. The catalyst class is: 1. (4) Reactant: C1(C(C2C=CC=CC=2)[N:8]2[CH2:11][CH:10]([NH2:12])[CH2:9]2)C=CC=CC=1.C(N(CC)CC)C.[CH3:26][S:27](Cl)(=[O:29])=[O:28]. The catalyst class is: 4. Product: [NH:8]1[CH2:11][CH:10]([NH:12][S:27]([CH3:26])(=[O:29])=[O:28])[CH2:9]1. (5) Reactant: [CH:1]([N:4]1[CH2:8][CH2:7][C@H:6]([NH:9]C(=O)OC(C)(C)C)[C:5]1=[O:17])([CH3:3])[CH3:2].Cl. Product: [NH2:9][C@H:6]1[CH2:7][CH2:8][N:4]([CH:1]([CH3:3])[CH3:2])[C:5]1=[O:17]. The catalyst class is: 363. (6) Reactant: [F:1][C:2]1[CH:18]=[C:17]([N+:19]([O-])=O)[CH:16]=[CH:15][C:3]=1[O:4][C:5]1[C:10]2=[C:11]([CH3:14])[CH:12]=[CH:13][N:9]2[N:8]=[CH:7][N:6]=1.[Cl-].[NH4+:23].[CH3:24][OH:25]. Product: [F:1][C:2]1[CH:18]=[C:17]([NH:19][C:24]([C:10]2[C:5](=[O:4])[N:23]([C:16]3[CH:17]=[CH:18][C:2]([F:1])=[CH:3][CH:15]=3)[CH:13]=[CH:12][CH:11]=2)=[O:25])[CH:16]=[CH:15][C:3]=1[O:4][C:5]1[C:10]2=[C:11]([CH3:14])[CH:12]=[CH:13][N:9]2[N:8]=[CH:7][N:6]=1. The catalyst class is: 772.